From a dataset of Tyrosyl-DNA phosphodiesterase HTS with 341,365 compounds. Binary Classification. Given a drug SMILES string, predict its activity (active/inactive) in a high-throughput screening assay against a specified biological target. (1) The drug is O=C(N1CCN(CC1)c1ccccc1)Cn1ncc2c(n(c3c2cccc3)Cc2c(cccc2)C)c1=O. The result is 0 (inactive). (2) The drug is O=C(c1c2c(n(c1)CC(=O)Nc1ccc(OCC)cc1)cccc2)c1ccccc1. The result is 0 (inactive). (3) The drug is S(CC(OCC(=O)NC1CCCCCC1)=O)c1ccc(cc1)C. The result is 0 (inactive). (4) The molecule is Fc1ccc(C(=O)N2CCC(CC2)C(Oc2ccc(cc2)c2ocnn2)=O)cc1. The result is 0 (inactive). (5) The drug is Clc1ccc(C(=O)n2c(c(c3c2ccc(OC)c3)CC(=O)N2CCOCC2)C)cc1. The result is 0 (inactive). (6) The compound is O(C1CCN(CC1)C(=O)c1cc2nc(oc2cc1)C(C)C)C. The result is 0 (inactive). (7) The drug is S(=O)(=O)(N(c1c(cc(cc1C(=O)NO)C)C)Cc1ccccc1)c1ccc(OCCNC(=O)c2oc3c(c2)cccc3)cc1. The result is 0 (inactive). (8) The molecule is Fc1c(C(OCC(=O)NCCNC(=O)COC(=O)c2c(F)cc(F)cc2)=O)ccc(F)c1. The result is 0 (inactive). (9) The drug is Brc1ccc(C(NC(OC(C)(C)C)=O)C(OC(C)(C)C)=O)cc1. The result is 0 (inactive).